From a dataset of Experimentally validated miRNA-target interactions with 360,000+ pairs, plus equal number of negative samples. Binary Classification. Given a miRNA mature sequence and a target amino acid sequence, predict their likelihood of interaction. (1) The miRNA is hsa-miR-4525 with sequence GGGGGGAUGUGCAUGCUGGUU. The protein sequence of the target gene is MSEGVDLIDIYADEEFNQDPEFNNTDQIDLYDDVLTATSQPSDDRSSSTEPPPPVRQEPSPKPNNKTPAILYTYSGLRNRRAAVYVGSFSWWTTDQQLIQVIRSIGVYDVVELKFAENRANGQSKGYAEVVVASENSVHKLLELLPGKVLNGEKVDVRPATRQNLSQFEAQARKRECVRVPRGGIPPRAHSRDSSDSADGRATPSENLVPSSARVDKPPSVLPYFNRPPSALPLMGLPPPPIPPPPPLSSSFGVPPPPPGIHYQHLMPPPPRLPPHLAVPPPGAIPPALHLNPAFFPPPN.... Result: 1 (interaction). (2) The miRNA is hsa-miR-1200 with sequence CUCCUGAGCCAUUCUGAGCCUC. The protein sequence of the target gene is MDRPAAAAAAGCEGGGGPNPGPAGGRRPPRAAGGATAGSRQPSVETLDSPTGSHVEWCKQLIAATISSQISGSVTSENVSRDYKALRDGNKLAQMEEAPLFPGESIKAIVKDVMYICPFMGAVSGTLTVTDFKLYFKNVERDPHFILDVPLGVISRVEKIGAQSHGDNSCGIEIVCKDMRNLRLAYKQEEQSKLGIFENLNKHAFPLSNGQALFAFSYKEKFPINGWKVYDPVSEYKRQGLPNESWKISKINSNYEFCDTYPAIIVVPTSVKDDDLSKVAAFRAKGRVPVLSWIHPESQA.... Result: 0 (no interaction).